This data is from Full USPTO retrosynthesis dataset with 1.9M reactions from patents (1976-2016). The task is: Predict the reactants needed to synthesize the given product. (1) The reactants are: [CH:1]1([CH:7]([NH:20][C:21]2[CH:29]=[CH:28][C:24]([C:25](O)=[O:26])=[CH:23][CH:22]=2)[C:8]2[CH:12]=[C:11]([CH:13]([CH2:16][CH3:17])[CH2:14][CH3:15])[S:10][C:9]=2[CH2:18][CH3:19])[CH2:6][CH2:5][CH2:4][CH2:3][CH2:2]1.[CH3:30][NH:31][CH2:32][CH2:33][C:34]([O:36]CC)=[O:35]. Given the product [CH:1]1([CH:7]([NH:20][C:21]2[CH:22]=[CH:23][C:24]([C:25]([N:31]([CH3:30])[CH2:32][CH2:33][C:34]([OH:36])=[O:35])=[O:26])=[CH:28][CH:29]=2)[C:8]2[CH:12]=[C:11]([CH:13]([CH2:16][CH3:17])[CH2:14][CH3:15])[S:10][C:9]=2[CH2:18][CH3:19])[CH2:2][CH2:3][CH2:4][CH2:5][CH2:6]1, predict the reactants needed to synthesize it. (2) Given the product [CH3:1][N:2]1[C:7](=[O:8])[C:6]2=[C:9]([S:23]([CH3:24])=[O:35])[N:10]([CH2:12][C:13]3[CH:14]=[CH:15][C:16]([S:19]([CH3:22])(=[O:20])=[O:21])=[CH:17][CH:18]=3)[N:11]=[C:5]2[N:4]([CH2:25][C:26]([CH3:27])([CH3:29])[CH3:28])[C:3]1=[O:30], predict the reactants needed to synthesize it. The reactants are: [CH3:1][N:2]1[C:7](=[O:8])[C:6]2=[C:9]([S:23][CH3:24])[N:10]([CH2:12][C:13]3[CH:18]=[CH:17][C:16]([S:19]([CH3:22])(=[O:21])=[O:20])=[CH:15][CH:14]=3)[N:11]=[C:5]2[N:4]([CH2:25][C:26]([CH3:29])([CH3:28])[CH3:27])[C:3]1=[O:30].OO.C(O)(=[O:35])C. (3) Given the product [CH3:1][O:2][C:3]1[CH:8]=[CH:7][C:6]([N:9]2[C:10]([C:11]([F:14])([F:13])[F:12])=[N:18][N:17]=[N:16]2)=[CH:5][CH:4]=1, predict the reactants needed to synthesize it. The reactants are: [CH3:1][O:2][C:3]1[CH:8]=[CH:7][C:6]([N:9]=[C:10](Cl)[C:11]([F:14])([F:13])[F:12])=[CH:5][CH:4]=1.[N-:16]=[N+:17]=[N-:18].[Na+].Cl.C(N(CC)CC)C.